From a dataset of Catalyst prediction with 721,799 reactions and 888 catalyst types from USPTO. Predict which catalyst facilitates the given reaction. (1) Reactant: Br[C:2]1[N:7]=[C:6]([C:8]([N:10]2[CH2:15][CH2:14][N:13]([C:16]([C:18]3[N:22]=[CH:21][N:20]([C:23]4[CH:28]=[CH:27][CH:26]=[C:25]([Cl:29])[CH:24]=4)[N:19]=3)=[O:17])[C:12]([CH3:31])([CH3:30])[CH2:11]2)=[O:9])[CH:5]=[CH:4][CH:3]=1.[O:32]1[CH2:37][CH:36]=[C:35](B2OC(C)(C)C(C)(C)O2)[CH2:34][CH2:33]1.C(Cl)Cl.C(=O)([O-])[O-].[K+].[K+]. Product: [Cl:29][C:25]1[CH:24]=[C:23]([N:20]2[CH:21]=[N:22][C:18]([C:16]([N:13]3[CH2:14][CH2:15][N:10]([C:8]([C:6]4[CH:5]=[CH:4][CH:3]=[C:2]([C:35]5[CH2:36][CH2:37][O:32][CH2:33][CH:34]=5)[N:7]=4)=[O:9])[CH2:11][C:12]3([CH3:31])[CH3:30])=[O:17])=[N:19]2)[CH:28]=[CH:27][CH:26]=1. The catalyst class is: 169. (2) Reactant: [H-].[Na+].[OH:3][C:4]1[CH:9]=[CH:8][C:7]([CH2:10][CH2:11][C:12](=[O:14])[CH3:13])=[CH:6][CH:5]=1.Br[CH2:16][CH2:17][CH2:18][C:19]([O:21][CH2:22][CH3:23])=[O:20]. Product: [O:14]=[C:12]([CH3:13])[CH2:11][CH2:10][C:7]1[CH:6]=[CH:5][C:4]([O:3][CH2:16][CH2:17][CH2:18][C:19]([O:21][CH2:22][CH3:23])=[O:20])=[CH:9][CH:8]=1. The catalyst class is: 3. (3) Reactant: C(OC(=O)[NH:7][C@:8]([CH2:43][O:44][P:45]([O:52]C(C)(C)C)([O:47]C(C)(C)C)=[O:46])([CH3:42])[CH2:9][CH2:10][C:11]1[CH:16]=[CH:15][C:14]([O:17][CH2:18][CH2:19][CH2:20][CH2:21][CH2:22][CH2:23][CH2:24][CH2:25][CH2:26][CH2:27][CH2:28][NH:29][C:30]2[C:35]3=[N:36][O:37][N:38]=[C:34]3[C:33]([N+:39]([O-:41])=[O:40])=[CH:32][CH:31]=2)=[CH:13][CH:12]=1)(C)(C)C. Product: [NH2:7][C@:8]([CH3:42])([CH2:9][CH2:10][C:11]1[CH:16]=[CH:15][C:14]([O:17][CH2:18][CH2:19][CH2:20][CH2:21][CH2:22][CH2:23][CH2:24][CH2:25][CH2:26][CH2:27][CH2:28][NH:29][C:30]2[C:35]3=[N:36][O:37][N:38]=[C:34]3[C:33]([N+:39]([O-:41])=[O:40])=[CH:32][CH:31]=2)=[CH:13][CH:12]=1)[CH2:43][O:44][P:45](=[O:46])([OH:47])[OH:52]. The catalyst class is: 67. (4) Reactant: [S:1]1[C:5]2[CH:6]=[C:7]([C:10]3[CH:11]=[C:12]([OH:17])[C:13]([Cl:16])=[N:14][CH:15]=3)[CH:8]=[CH:9][C:4]=2[N:3]=[CH:2]1.[C:18](OC(=O)C)(=[O:20])[CH3:19]. Product: [C:18]([O:17][C:12]1[C:13]([Cl:16])=[N:14][CH:15]=[C:10]([C:7]2[CH:8]=[CH:9][C:4]3[N:3]=[CH:2][S:1][C:5]=3[CH:6]=2)[CH:11]=1)(=[O:20])[CH3:19]. The catalyst class is: 377. (5) Reactant: [Cl:1][C:2]1[C:3]([F:11])=[C:4]([CH2:8][C:9]#[N:10])[CH:5]=[CH:6][CH:7]=1.B.CO. Product: [Cl:1][C:2]1[C:3]([F:11])=[C:4]([CH2:8][CH2:9][NH2:10])[CH:5]=[CH:6][CH:7]=1. The catalyst class is: 1. (6) Reactant: [NH2:1][C:2]1[CH:7]=[CH:6][CH:5]=[CH:4][CH:3]=1.[Cl:8][CH2:9][CH2:10][CH2:11]I.C([O-])([O-])=O.[Cs+].[Cs+]. Product: [Cl:8][CH2:9][CH2:10][CH2:11][NH:1][C:2]1[CH:7]=[CH:6][CH:5]=[CH:4][CH:3]=1. The catalyst class is: 18. (7) Reactant: Cl[C:2]1[N:7]=[C:6]([NH:8][C:9]2[CH:14]=[CH:13][C:12]([O:15][CH3:16])=[CH:11][CH:10]=2)[N:5]=[C:4]([NH:17][CH2:18][CH2:19][OH:20])[N:3]=1. Product: [CH3:16][O:15][C:12]1[CH:13]=[CH:14][C:9]([NH:8][C:6]2[N:7]=[CH:2][N:3]=[C:4]([NH:17][CH2:18][CH2:19][OH:20])[N:5]=2)=[CH:10][CH:11]=1. The catalyst class is: 19.